Predict the product of the given reaction. From a dataset of Forward reaction prediction with 1.9M reactions from USPTO patents (1976-2016). (1) Given the reactants [O:1]1[C:5]([C:6]2[CH:11]=[CH:10][C:9]([NH:12][C:13]([NH2:15])=[NH:14])=[CH:8][CH:7]=2)=[CH:4][N:3]=[CH:2]1.[C:16]([N:19]1[CH2:24][CH2:23][C:22](=O)[CH:21]([C:26](OC)=[O:27])[CH2:20]1)(=[O:18])[CH3:17].[O-]CC.[Na+].O, predict the reaction product. The product is: [OH:27][C:26]1[C:21]2[CH2:20][N:19]([C:16](=[O:18])[CH3:17])[CH2:24][CH2:23][C:22]=2[N:14]=[C:13]([NH:12][C:9]2[CH:8]=[CH:7][C:6]([C:5]3[O:1][CH:2]=[N:3][CH:4]=3)=[CH:11][CH:10]=2)[N:15]=1. (2) Given the reactants [CH2:1]([O:8][C:9]1[CH:14]=[CH:13][C:12]([CH2:15][C@H:16]([NH:20][C:21](=[O:27])[O:22][C:23](C)(C)[CH3:24])[C:17](=[S:19])[NH2:18])=[CH:11][CH:10]=1)[C:2]1[CH:7]=[CH:6][CH:5]=[CH:4][CH:3]=1.[CH2:28](OC(OCC)CBr)[CH3:29].[CH3:37][C:38](C)=O, predict the reaction product. The product is: [CH2:1]([O:8][C:9]1[CH:10]=[CH:11][C:12]([CH2:15][C@H:16]([NH:20][C:21](=[O:27])[O:22][CH2:23][CH2:24][CH2:37][CH3:38])[C:17]2[S:19][CH:28]=[CH:29][N:18]=2)=[CH:13][CH:14]=1)[C:2]1[CH:3]=[CH:4][CH:5]=[CH:6][CH:7]=1. (3) Given the reactants [CH3:1][C:2]1[CH:3]=[N:4][NH:5][CH:6]=1.[C:7](O[C:7]([O:9][C:10]([CH3:13])([CH3:12])[CH3:11])=[O:8])([O:9][C:10]([CH3:13])([CH3:12])[CH3:11])=[O:8], predict the reaction product. The product is: [C:10]([O:9][C:7]([N:4]1[CH:3]=[C:2]([CH3:1])[CH:6]=[N:5]1)=[O:8])([CH3:13])([CH3:12])[CH3:11]. (4) Given the reactants [CH3:1][O:2][C:3]([N:5]1[CH2:10][CH2:9][NH:8][CH2:7][C@H:6]1[C:11]([OH:13])=[O:12])=[O:4].C([O-])([O-])=O.[K+].[K+].Cl[C:21]([O:23][CH2:24][CH:25]1[C:37]2[CH:36]=[CH:35][CH:34]=[CH:33][C:32]=2[C:31]2[C:26]1=[CH:27][CH:28]=[CH:29][CH:30]=2)=[O:22], predict the reaction product. The product is: [CH:36]1[C:37]2[CH:25]([CH2:24][O:23][C:21]([N:8]3[CH2:9][CH2:10][N:5]([C:3]([O:2][CH3:1])=[O:4])[C@H:6]([C:11]([OH:13])=[O:12])[CH2:7]3)=[O:22])[C:26]3[C:31](=[CH:30][CH:29]=[CH:28][CH:27]=3)[C:32]=2[CH:33]=[CH:34][CH:35]=1.